This data is from Forward reaction prediction with 1.9M reactions from USPTO patents (1976-2016). The task is: Predict the product of the given reaction. (1) Given the reactants [Cl:1][C:2]1[C:3]2[C:10](I)=[CH:9][N:8]([CH:12]([CH3:14])[CH3:13])[C:4]=2[N:5]=[CH:6][N:7]=1.[C:28]1([As]([C:28]2[CH:33]=[CH:32][CH:31]=[CH:30][CH:29]=2)[C:28]2[CH:33]=[CH:32][CH:31]=[CH:30][CH:29]=2)[CH:33]=[CH:32][CH:31]=[CH:30][CH:29]=1.CN(C)[CH:36]=[O:37].[OH2:39], predict the reaction product. The product is: [Cl:1][C:2]1[C:3]2[C:10]([C:28]3[CH:33]=[CH:32][C:36]([O:37][C:28]4[CH:29]=[CH:30][CH:31]=[CH:32][CH:33]=4)=[C:30]([CH:29]=3)[CH:31]=[O:39])=[CH:9][N:8]([CH:12]([CH3:14])[CH3:13])[C:4]=2[N:5]=[CH:6][N:7]=1. (2) Given the reactants [C:1]([O:5][C:6]([N:8]1[CH2:13][CH2:12][C:11]2[S:14][C:15]([CH2:17][CH2:18][C:19](OCC)=[O:20])=[CH:16][C:10]=2[CH2:9]1)=[O:7])([CH3:4])([CH3:3])[CH3:2].CCCCCC.CO, predict the reaction product. The product is: [C:1]([O:5][C:6]([N:8]1[CH2:13][CH2:12][C:11]2[S:14][C:15]([CH2:17][CH2:18][CH:19]=[O:20])=[CH:16][C:10]=2[CH2:9]1)=[O:7])([CH3:4])([CH3:3])[CH3:2].